Task: Predict the reactants needed to synthesize the given product.. Dataset: Full USPTO retrosynthesis dataset with 1.9M reactions from patents (1976-2016) (1) Given the product [CH3:4][P:2]([C:5]1[CH:10]=[CH:9][C:8]([NH:11][C:12]2[N:17]=[C:16]3[C:15]([NH:31][C:36](=[O:37])[N:18]3[C:19]3[CH:24]=[CH:23][CH:22]=[CH:21][C:20]=3[S:25]([CH:28]([CH3:29])[CH3:30])(=[O:27])=[O:26])=[CH:14][N:13]=2)=[C:7]([O:32][CH3:33])[CH:6]=1)([CH3:1])=[O:3], predict the reactants needed to synthesize it. The reactants are: [CH3:1][P:2]([C:5]1[CH:10]=[CH:9][C:8]([NH:11][C:12]2[N:17]=[C:16]([NH:18][C:19]3[CH:24]=[CH:23][CH:22]=[CH:21][C:20]=3[S:25]([CH:28]([CH3:30])[CH3:29])(=[O:27])=[O:26])[C:15]([NH2:31])=[CH:14][N:13]=2)=[C:7]([O:32][CH3:33])[CH:6]=1)([CH3:4])=[O:3].C1C[O:37][CH2:36]C1. (2) Given the product [Br:1][C:2]1[CH:3]=[C:4]2[C:9](=[CH:10][CH:11]=1)[N:8]=[CH:7][C:6]([C:12]([O:14][CH3:20])=[O:13])=[CH:5]2, predict the reactants needed to synthesize it. The reactants are: [Br:1][C:2]1[CH:3]=[C:4]2[C:9](=[CH:10][CH:11]=1)[N:8]=[CH:7][C:6]([C:12]([OH:14])=[O:13])=[CH:5]2.S(=O)(=O)(O)O.[C:20](=O)(O)[O-].[Na+]. (3) Given the product [CH3:1][C:2]1([CH3:9])[N:6]([S:22]([C:12]2[C:21]3[C:16](=[CH:17][CH:18]=[CH:19][CH:20]=3)[CH:15]=[CH:14][CH:13]=2)(=[O:24])=[O:23])[C:5](=[O:7])[N:4]([S:22]([C:12]2[C:21]3[C:16](=[CH:17][CH:18]=[CH:19][CH:20]=3)[CH:15]=[CH:14][CH:13]=2)(=[O:24])=[O:23])[C:3]1=[O:8], predict the reactants needed to synthesize it. The reactants are: [CH3:1][C:2]1([CH3:9])[NH:6][C:5](=[O:7])[NH:4][C:3]1=[O:8].[H-].[Na+].[C:12]1([S:22](Cl)(=[O:24])=[O:23])[C:21]2[C:16](=[CH:17][CH:18]=[CH:19][CH:20]=2)[CH:15]=[CH:14][CH:13]=1. (4) Given the product [NH2:1][C:2]1[N:7]=[CH:6][N:5]=[C:4]([NH:8][C@H:9]([C:11]2[N:16]([C:17]3[CH:22]=[CH:21][CH:20]=[CH:19][CH:18]=3)[C:15](=[O:23])[C:14]3=[C:24]([CH3:27])[CH:25]=[CH:26][N:13]3[N:12]=2)[CH3:10])[C:3]=1[C:28]1[CH:36]=[C:35]2[C:31]([CH:32]=[CH:33][N:34]2[S:47]([C:44]2[CH:43]=[CH:42][C:41]([O:40][CH3:39])=[CH:46][CH:45]=2)(=[O:49])=[O:48])=[CH:30][CH:29]=1, predict the reactants needed to synthesize it. The reactants are: [NH2:1][C:2]1[N:7]=[CH:6][N:5]=[C:4]([NH:8][C@H:9]([C:11]2[N:16]([C:17]3[CH:22]=[CH:21][CH:20]=[CH:19][CH:18]=3)[C:15](=[O:23])[C:14]3=[C:24]([CH3:27])[CH:25]=[CH:26][N:13]3[N:12]=2)[CH3:10])[C:3]=1[C:28]1[CH:36]=[C:35]2[C:31]([CH:32]=[CH:33][NH:34]2)=[CH:30][CH:29]=1.[H-].[Na+].[CH3:39][O:40][C:41]1[CH:46]=[CH:45][C:44]([S:47](Cl)(=[O:49])=[O:48])=[CH:43][CH:42]=1.O. (5) Given the product [CH2:1]([N:3]1[C:11]2[C:6](=[CH:7][CH:8]=[CH:9][CH:10]=2)[C:5]([CH:23]([C:22]2[CH:29]=[CH:30][CH:31]=[CH:32][C:21]=2[O:20][CH3:19])[N:24]2[CH2:28][CH2:27][CH2:26][CH2:25]2)=[C:4]1[C:12]1[CH:17]=[CH:16][CH:15]=[CH:14][CH:13]=1)[CH3:2], predict the reactants needed to synthesize it. The reactants are: [CH2:1]([N:3]1[C:11]2[C:6](=[CH:7][CH:8]=[CH:9][CH:10]=2)[CH:5]=[C:4]1[C:12]1[CH:17]=[CH:16][CH:15]=[CH:14][CH:13]=1)[CH3:2].[Cl-].[CH3:19][O:20][C:21]1[CH:32]=[CH:31][CH:30]=[CH:29][C:22]=1[CH:23]=[N+:24]1[CH2:28][CH2:27][CH2:26][CH2:25]1. (6) The reactants are: Cl.[CH3:2][O:3][C:4](=[O:11])[C@H:5]([C@H:7]([CH2:9][CH3:10])[CH3:8])[NH2:6].C1COCC1.[CH:17](=O)[C:18]1[CH:23]=[CH:22][CH:21]=[CH:20][CH:19]=1.CCN(CC)CC.[BH4-].[Na+]. Given the product [CH2:17]([NH:6][C@@H:5]([C@@H:7]([CH3:8])[CH2:9][CH3:10])[C:4]([O:3][CH3:2])=[O:11])[C:18]1[CH:23]=[CH:22][CH:21]=[CH:20][CH:19]=1, predict the reactants needed to synthesize it. (7) The reactants are: [NH2:1][C:2]1[C:3]([C:12]([OH:14])=[O:13])=[CH:4][C:5]2[C:10]([CH:11]=1)=[CH:9][CH:8]=[CH:7][CH:6]=2.[N:15]([O-])=O.[Na+].Cl[Sn]Cl.O. Given the product [NH:1]([C:2]1[C:3]([C:12]([OH:14])=[O:13])=[CH:4][C:5]2[C:10]([CH:11]=1)=[CH:9][CH:8]=[CH:7][CH:6]=2)[NH2:15], predict the reactants needed to synthesize it. (8) Given the product [N:34]([C@@H:37]1[CH2:42][CH2:41][N:40]([CH2:1][C:2]2[CH:11]=[CH:10][CH:9]=[C:8]3[C:3]=2[C:4]([S:12][CH3:13])=[N:5][CH:6]=[N:7]3)[CH2:39][C@H:38]1[OH:43])=[N+:35]=[N-:36], predict the reactants needed to synthesize it. The reactants are: [CH3:1][C:2]1[CH:11]=[CH:10][CH:9]=[C:8]2[C:3]=1[C:4]([S:12][CH3:13])=[N:5][CH:6]=[N:7]2.CC(N=NC(C#N)(C)C)(C#N)C.C1C(=O)N(Br)C(=O)C1.[N:34]([C@@H:37]1[CH2:42][CH2:41][NH:40][CH2:39][C@H:38]1[OH:43])=[N+:35]=[N-:36]. (9) The reactants are: [F:1][C:2]1[CH:7]=[C:6]([F:8])[CH:5]=[CH:4][C:3]=1[C:9]1[C:17]2[C:12](=[CH:13][C:14]([O:18][CH2:19][CH2:20][N:21]3[CH2:26][CH2:25][S:24](=[O:28])(=[O:27])[CH2:23][CH2:22]3)=[CH:15][CH:16]=2)[C:11](=[O:29])[C:10]=1C1C=CC(C)=CC=1.O1CCN(CCOC2C=C3C(C(C4C=CC=CC=4)=C(Br)C3=O)=CC=2)CC1.[F:63][C:64]1[CH:65]=[C:66](B(O)O)[CH:67]=[CH:68][C:69]=1[O:70][CH3:71]. Given the product [F:63][C:64]1[CH:65]=[C:66]([C:10]2[C:11](=[O:29])[C:12]3[C:17]([C:9]=2[C:3]2[CH:4]=[CH:5][C:6]([F:8])=[CH:7][C:2]=2[F:1])=[CH:16][CH:15]=[C:14]([O:18][CH2:19][CH2:20][N:21]2[CH2:26][CH2:25][S:24](=[O:28])(=[O:27])[CH2:23][CH2:22]2)[CH:13]=3)[CH:67]=[CH:68][C:69]=1[O:70][CH3:71], predict the reactants needed to synthesize it.